From a dataset of Full USPTO retrosynthesis dataset with 1.9M reactions from patents (1976-2016). Predict the reactants needed to synthesize the given product. (1) Given the product [F:1][C:2]1[C:3]([F:13])=[C:4]([F:12])[C:5]2[S:9][C:8](=[N:10][C:63](=[O:62])[C:64]3[CH:56]=[CH:55][C:51]([CH3:52])=[C:50]([F:14])[CH:49]=3)[N:7]([CH:29]([CH2:34][CH3:35])[C:30]([OH:32])=[O:31])[C:6]=2[CH:11]=1, predict the reactants needed to synthesize it. The reactants are: [F:1][C:2]1[C:3]([F:13])=[C:4]([F:12])[C:5]2[S:9][C:8]([NH2:10])=[N:7][C:6]=2[CH:11]=1.[F:14]C(F)(F)OC1C=C(C=CC=1)C(Cl)=O.Br[CH:29]([CH2:34][CH3:35])[C:30]([O:32]C)=[O:31].COC1C=CC2N=C(N)SC=2C=1.Cl[C:49]1[CH:50]=[C:51]([CH:55]=[CH:56]C=1)[C:52](Cl)=O.BrCC([O:62][CH2:63][CH3:64])=O. (2) Given the product [F:13][C:14]1[CH:23]=[C:22]2[C:17]([C:18](=[O:36])[C:19]([C:31]([O:33][CH2:34][CH3:35])=[O:32])=[CH:20][N:21]2[C:24]2[CH:25]=[CH:26][C:27]([F:30])=[CH:28][CH:29]=2)=[CH:16][C:15]=1[N:37]([CH3:45])[CH2:38][C:39]1[CH:40]=[N:41][CH:42]=[CH:43][CH:44]=1.[F:13][C:14]1[CH:23]=[C:22]2[C:17]([C:18](=[O:36])[C:19]([C:31]([OH:33])=[O:32])=[CH:20][N:21]2[C:24]2[CH:25]=[CH:26][C:27]([F:30])=[CH:28][CH:29]=2)=[CH:16][C:15]=1[N:37]([CH3:45])[CH2:38][C:39]1[CH:40]=[N:41][CH:42]=[CH:43][CH:44]=1, predict the reactants needed to synthesize it. The reactants are: BrC1C(F)=CC(F)=C(C=1)C(Cl)=O.[F:13][C:14]1[CH:23]=[C:22]2[C:17]([C:18](=[O:36])[C:19]([C:31]([O:33][CH2:34][CH3:35])=[O:32])=[CH:20][N:21]2[C:24]2[CH:29]=[CH:28][C:27]([F:30])=[CH:26][CH:25]=2)=[CH:16][C:15]=1[N:37]([CH3:45])[CH2:38][C:39]1[CH:40]=[N:41][CH:42]=[CH:43][CH:44]=1.[OH-].[Na+].Cl. (3) The reactants are: [Cl:1][C:2]1[CH:3]=[C:4]([C:8]2[N:9]=[C:10]([N:16]3[C:20]4[CH:21]=[C:22]([OH:25])[CH:23]=[CH:24][C:19]=4[N:18]=[CH:17]3)[S:11][C:12]=2[C:13]([NH2:15])=[O:14])[CH:5]=[CH:6][CH:7]=1.C(=O)([O-])[O-].[Cs+].[Cs+].Br[CH2:33][CH2:34][CH2:35][CH2:36][Cl:37]. Given the product [Cl:37][CH2:36][CH2:35][CH2:34][CH2:33][O:25][C:22]1[CH:23]=[CH:24][C:19]2[N:18]=[CH:17][N:16]([C:10]3[S:11][C:12]([C:13]([NH2:15])=[O:14])=[C:8]([C:4]4[CH:5]=[CH:6][CH:7]=[C:2]([Cl:1])[CH:3]=4)[N:9]=3)[C:20]=2[CH:21]=1, predict the reactants needed to synthesize it. (4) Given the product [OH:36][C@H:35]1[CH2:37][CH2:38][CH2:39][C@H:34]1[O:33][C@H:32]1[CH2:31][CH2:30][C@H:29]([N:3]2[C:2](=[O:1])[C:7]([CH2:8][C:9]3[CH:14]=[CH:13][C:12]([C:15]4[C:16]([C:21]#[N:22])=[CH:17][CH:18]=[CH:19][CH:20]=4)=[CH:11][CH:10]=3)=[C:6]([CH2:23][CH2:24][CH3:25])[N:5]3[N:26]=[CH:27][N:28]=[C:4]23)[CH2:41][CH2:40]1, predict the reactants needed to synthesize it. The reactants are: [O:1]=[C:2]1[C:7]([CH2:8][C:9]2[CH:14]=[CH:13][C:12]([C:15]3[C:16]([C:21]#[N:22])=[CH:17][CH:18]=[CH:19][CH:20]=3)=[CH:11][CH:10]=2)=[C:6]([CH2:23][CH2:24][CH3:25])[N:5]2[N:26]=[CH:27][N:28]=[C:4]2[N:3]1[CH:29]1[CH2:41][CH2:40][C:32]2([O:36][C@H:35]3[CH2:37][CH2:38][CH2:39][C@H:34]3[O:33]2)[CH2:31][CH2:30]1.C([BH3-])#N.[Na+].O1CCCC1. (5) Given the product [CH3:1][O:2][C:3]1[CH:8]=[CH:7][C:6]([O:9][CH3:10])=[CH:5][C:4]=1[CH2:11][CH2:12][NH:13][CH2:15][CH2:16][CH2:17][C:18]([O:20][CH2:21][CH3:22])=[O:19], predict the reactants needed to synthesize it. The reactants are: [CH3:1][O:2][C:3]1[CH:8]=[CH:7][C:6]([O:9][CH3:10])=[CH:5][C:4]=1[CH2:11][CH2:12][NH2:13].Br[CH2:15][CH2:16][CH2:17][C:18]([O:20][CH2:21][CH3:22])=[O:19].C(N(C(C)C)CC)(C)C.